From a dataset of Full USPTO retrosynthesis dataset with 1.9M reactions from patents (1976-2016). Predict the reactants needed to synthesize the given product. The reactants are: [CH:1]1([NH:5][S:6]([C:9]2[CH:10]=[C:11]3[C:16](=[CH:17][CH:18]=2)[NH:15][CH:14]([C:19]2[CH:24]=[CH:23][CH:22]=[C:21](Br)[CH:20]=2)[CH2:13][C:12]3([CH3:27])[CH3:26])(=[O:8])=[O:7])[CH2:4][CH2:3][CH2:2]1.[OH:28][C:29]1[CH:34]=[CH:33][CH:32]=[CH:31][C:30]=1B(O)O.C(=O)([O-])[O-].[Na+].[Na+]. Given the product [CH:1]1([NH:5][S:6]([C:9]2[CH:10]=[C:11]3[C:16](=[CH:17][CH:18]=2)[NH:15][CH:14]([C:19]2[CH:20]=[C:21]([C:30]4[CH:31]=[CH:32][CH:33]=[CH:34][C:29]=4[OH:28])[CH:22]=[CH:23][CH:24]=2)[CH2:13][C:12]3([CH3:27])[CH3:26])(=[O:8])=[O:7])[CH2:4][CH2:3][CH2:2]1, predict the reactants needed to synthesize it.